Dataset: Reaction yield outcomes from USPTO patents with 853,638 reactions. Task: Predict the reaction yield, written as a fraction of the theoretical maximum amount of product (1.0 means a 100% yield; for example, 0.34 means a 34% yield). (1) The reactants are [OH:1][C:2]1[CH:7]=[CH:6][C:5]([SH:8])=[CH:4][CH:3]=1.C([O-])([O-])=O.[K+].[K+].[CH2:15](Br)[CH:16]=[CH2:17].Cl. The catalyst is CN(C=O)C. The product is [CH2:17]([S:8][C:5]1[CH:6]=[CH:7][C:2]([OH:1])=[CH:3][CH:4]=1)[CH:16]=[CH2:15]. The yield is 0.700. (2) The catalyst is O.CO. The yield is 0.913. The product is [CH3:3][CH:2]([N:4]1[C:12](/[CH:13]=[CH:14]/[CH:15]([OH:24])[CH2:16][CH:17]([OH:23])[CH2:18][C:19]([O-:21])=[O:20])=[C:11]([C:25]2[CH:26]=[CH:27][C:28]([F:31])=[CH:29][CH:30]=2)[C:10]2[CH:9]=[CH:8][CH:7]=[CH:6][C:5]1=2)[CH3:1].[Na+:33]. The reactants are [CH3:1][CH:2]([N:4]1[C:12](/[CH:13]=[CH:14]/[C@H:15]([OH:24])[CH2:16][C@H:17]([OH:23])[CH2:18][C:19]([O:21]C)=[O:20])=[C:11]([C:25]2[CH:30]=[CH:29][C:28]([F:31])=[CH:27][CH:26]=2)[C:10]2[C:5]1=[CH:6][CH:7]=[CH:8][CH:9]=2)[CH3:3].[OH-].[Na+:33].CC(OC)(C)C. (3) The reactants are [N:1]([CH2:4][C@H:5]([OH:17])[C@H:6]([O:9][CH2:10][C:11]1[CH:16]=[CH:15][CH:14]=[CH:13][CH:12]=1)[CH:7]=[CH2:8])=[N+:2]=[N-:3].[CH2:18](Br)[C:19]1[CH:24]=[CH:23][CH:22]=[CH:21][CH:20]=1.[H-].[Na+]. The catalyst is C1COCC1.[I-].C([N+](CCCC)(CCCC)CCCC)CCC. The product is [N:1]([CH2:4][C@H:5]([O:17][CH2:18][C:19]1[CH:24]=[CH:23][CH:22]=[CH:21][CH:20]=1)[C@H:6]([O:9][CH2:10][C:11]1[CH:12]=[CH:13][CH:14]=[CH:15][CH:16]=1)[CH:7]=[CH2:8])=[N+:2]=[N-:3]. The yield is 0.650. (4) The reactants are [CH3:1][O:2][C:3]1[C:8]([O:9][CH3:10])=[CH:7][C:6]([C:11]2[C:15]([C:16]3[CH:21]=[CH:20][C:19]([O:22][CH3:23])=[C:18]([O:24][CH3:25])[CH:17]=3)=[C:14]([C:26]([O:28][CH3:29])=[O:27])[NH:13][C:12]=2[C:30]([O:32][CH3:33])=[O:31])=[C:5]([O:34][CH2:35][O:36][CH3:37])[CH:4]=1.[CH3:38][O:39][C:40]1[CH:41]=[C:42]([CH:46]=[CH:47][C:48]=1[O:49][CH3:50])[CH2:43][CH2:44]Br.C([O-])([O-])=O.[K+].[K+].CCOC(C)=O.C(Cl)Cl. The catalyst is CN(C=O)C. The product is [CH3:1][O:2][C:3]1[C:8]([O:9][CH3:10])=[CH:7][C:6]([C:11]2[C:15]([C:16]3[CH:21]=[CH:20][C:19]([O:22][CH3:23])=[C:18]([O:24][CH3:25])[CH:17]=3)=[C:14]([C:26]([O:28][CH3:29])=[O:27])[N:13]([CH2:44][CH2:43][C:42]3[CH:46]=[CH:47][C:48]([O:49][CH3:50])=[C:40]([O:39][CH3:38])[CH:41]=3)[C:12]=2[C:30]([O:32][CH3:33])=[O:31])=[C:5]([O:34][CH2:35][O:36][CH3:37])[CH:4]=1. The yield is 0.940.